This data is from Forward reaction prediction with 1.9M reactions from USPTO patents (1976-2016). The task is: Predict the product of the given reaction. (1) Given the reactants [Br:1][C:2]1[CH:7]=[CH:6][C:5]([OH:8])=[CH:4][CH:3]=1.[C:9]12(O)[CH2:18][CH:13]3[CH2:14][CH:15]([CH2:17][CH:11]([CH2:12]3)[CH2:10]1)[CH2:16]2.S(=O)(=O)(O)O, predict the reaction product. The product is: [C:9]12([C:6]3[CH:7]=[C:2]([Br:1])[CH:3]=[CH:4][C:5]=3[OH:8])[CH2:18][CH:13]3[CH2:14][CH:15]([CH2:17][CH:11]([CH2:12]3)[CH2:10]1)[CH2:16]2. (2) Given the reactants [Cl:1][C:2]1[CH:3]=[C:4]([C:9]2[CH:14]=[C:13]([CH:15]([F:17])[F:16])[N:12]3[N:18]=[CH:19][C:20]([C:21]([OH:23])=O)=[C:11]3[N:10]=2)[CH:5]=[CH:6][C:7]=1[Cl:8].[NH2:24][C:25]1[CH:34]=[CH:33][C:28]([C:29]([NH:31]O)=[NH:30])=[CH:27][N:26]=1, predict the reaction product. The product is: [Cl:1][C:2]1[CH:3]=[C:4]([C:9]2[CH:14]=[C:13]([CH:15]([F:16])[F:17])[N:12]3[N:18]=[CH:19][C:20]([C:21]4[O:23][N:31]=[C:29]([C:28]5[CH:33]=[CH:34][C:25]([NH2:24])=[N:26][CH:27]=5)[N:30]=4)=[C:11]3[N:10]=2)[CH:5]=[CH:6][C:7]=1[Cl:8]. (3) Given the reactants [Cl-].[Cl-].C([Al+2])C.[CH3:6][C:7]1([CH3:16])[CH2:12][CH2:11][CH2:10][CH:9]([CH:13]([OH:15])[CH3:14])[CH2:8]1.[CH3:17][C:18]1([O:21][CH2:20]1)[CH3:19], predict the reaction product. The product is: [CH3:16][C:7]1([CH3:6])[CH2:12][CH2:11][CH2:10][CH:9]([CH:13]([O:15][C:18]([CH3:19])([CH3:17])[CH2:20][OH:21])[CH3:14])[CH2:8]1.